From a dataset of Reaction yield outcomes from USPTO patents with 853,638 reactions. Predict the reaction yield, written as a fraction of the theoretical maximum amount of product (1.0 means a 100% yield; for example, 0.34 means a 34% yield). (1) The reactants are [F:1][C:2]1[C:3]([N+:16]([O-])=O)=[CH:4][C:5]([N+:13]([O-])=O)=[C:6](/[CH:8]=[CH:9]/N(C)C)[CH:7]=1. The catalyst is [Ni].CCO. The product is [F:1][C:2]1[CH:7]=[C:6]2[C:5](=[CH:4][C:3]=1[NH2:16])[NH:13][CH:9]=[CH:8]2. The yield is 0.160. (2) The reactants are FC(F)(F)S(O[C:7]1[CH2:8][CH2:9][N:10]([C:13]([O:15][C:16]([CH3:19])([CH3:18])[CH3:17])=[O:14])[CH2:11][CH:12]=1)(=O)=O.[B:22]1([B:22]2[O:26][C:25]([CH3:28])([CH3:27])[C:24]([CH3:30])([CH3:29])[O:23]2)[O:26][C:25]([CH3:28])([CH3:27])[C:24]([CH3:30])([CH3:29])[O:23]1.C([O-])(=O)C.[K+]. The catalyst is O1CCOCC1.C(OCC)(=O)C.C1C=CC(P(C2C=CC=CC=2)[C-]2C=CC=C2)=CC=1.C1C=CC(P(C2C=CC=CC=2)[C-]2C=CC=C2)=CC=1.Cl[Pd]Cl.[Fe+2].ClCCl. The product is [CH3:29][C:24]1([CH3:30])[C:25]([CH3:28])([CH3:27])[O:26][B:22]([C:7]2[CH2:8][CH2:9][N:10]([C:13]([O:15][C:16]([CH3:19])([CH3:18])[CH3:17])=[O:14])[CH2:11][CH:12]=2)[O:23]1. The yield is 0.780. (3) The product is [C:30]([N:33]1[CH2:38][CH2:37][N:36]([CH2:28][C@@H:27]([OH:29])[CH2:26][O:25][C:8]2[CH:7]=[C:6]3[C:11]([C:12]([NH:13][C:14]4[CH:19]=[CH:18][CH:17]=[C:16]5[O:20][CH2:21][O:22][C:15]=45)=[C:3]([C:1]#[N:2])[CH:4]=[N:5]3)=[CH:10][C:9]=2[O:23][CH3:24])[CH2:35][CH2:34]1)(=[O:32])[CH3:31]. The reactants are [C:1]([C:3]1[CH:4]=[N:5][C:6]2[C:11]([C:12]=1[NH:13][C:14]1[CH:19]=[CH:18][CH:17]=[C:16]3[O:20][CH2:21][O:22][C:15]=13)=[CH:10][C:9]([O:23][CH3:24])=[C:8]([O:25][CH2:26][C@@H:27]1[O:29][CH2:28]1)[CH:7]=2)#[N:2].[C:30]([N:33]1[CH2:38][CH2:37][NH:36][CH2:35][CH2:34]1)(=[O:32])[CH3:31]. No catalyst specified. The yield is 0.350.